From a dataset of NCI-60 drug combinations with 297,098 pairs across 59 cell lines. Regression. Given two drug SMILES strings and cell line genomic features, predict the synergy score measuring deviation from expected non-interaction effect. (1) Drug 1: C1=CC(=C2C(=C1NCCNCCO)C(=O)C3=C(C=CC(=C3C2=O)O)O)NCCNCCO. Cell line: HS 578T. Synergy scores: CSS=27.2, Synergy_ZIP=-3.58, Synergy_Bliss=-6.61, Synergy_Loewe=-17.1, Synergy_HSA=-4.91. Drug 2: C(CCl)NC(=O)N(CCCl)N=O. (2) Drug 1: C1CN1P(=S)(N2CC2)N3CC3. Drug 2: C#CCC(CC1=CN=C2C(=N1)C(=NC(=N2)N)N)C3=CC=C(C=C3)C(=O)NC(CCC(=O)O)C(=O)O. Cell line: RPMI-8226. Synergy scores: CSS=40.9, Synergy_ZIP=0.750, Synergy_Bliss=-0.747, Synergy_Loewe=-17.4, Synergy_HSA=-1.24. (3) Drug 1: CC1C(C(=O)NC(C(=O)N2CCCC2C(=O)N(CC(=O)N(C(C(=O)O1)C(C)C)C)C)C(C)C)NC(=O)C3=C4C(=C(C=C3)C)OC5=C(C(=O)C(=C(C5=N4)C(=O)NC6C(OC(=O)C(N(C(=O)CN(C(=O)C7CCCN7C(=O)C(NC6=O)C(C)C)C)C)C(C)C)C)N)C. Drug 2: CC1=C(C(CCC1)(C)C)C=CC(=CC=CC(=CC(=O)O)C)C. Cell line: DU-145. Synergy scores: CSS=6.41, Synergy_ZIP=21.1, Synergy_Bliss=22.7, Synergy_Loewe=13.5, Synergy_HSA=11.3. (4) Drug 1: CN(C)N=NC1=C(NC=N1)C(=O)N. Drug 2: CC1=CC=C(C=C1)C2=CC(=NN2C3=CC=C(C=C3)S(=O)(=O)N)C(F)(F)F. Cell line: MDA-MB-231. Synergy scores: CSS=-2.51, Synergy_ZIP=0.828, Synergy_Bliss=-0.0755, Synergy_Loewe=-4.32, Synergy_HSA=-3.36. (5) Drug 1: CS(=O)(=O)OCCCCOS(=O)(=O)C. Drug 2: N.N.Cl[Pt+2]Cl. Cell line: UACC62. Synergy scores: CSS=30.2, Synergy_ZIP=-0.324, Synergy_Bliss=1.07, Synergy_Loewe=-28.3, Synergy_HSA=-0.679. (6) Drug 1: CN(C)C1=NC(=NC(=N1)N(C)C)N(C)C. Drug 2: C(CC(=O)O)C(=O)CN.Cl. Cell line: BT-549. Synergy scores: CSS=-2.35, Synergy_ZIP=0.0645, Synergy_Bliss=-2.65, Synergy_Loewe=-10.4, Synergy_HSA=-8.09. (7) Drug 1: CC(C)(C#N)C1=CC(=CC(=C1)CN2C=NC=N2)C(C)(C)C#N. Drug 2: C(CC(=O)O)C(=O)CN.Cl. Cell line: NCIH23. Synergy scores: CSS=7.84, Synergy_ZIP=0.540, Synergy_Bliss=4.19, Synergy_Loewe=-1.47, Synergy_HSA=-1.83.